From a dataset of Reaction yield outcomes from USPTO patents with 853,638 reactions. Predict the reaction yield, written as a fraction of the theoretical maximum amount of product (1.0 means a 100% yield; for example, 0.34 means a 34% yield). (1) The reactants are [NH2:1][C:2]1[C:7]([F:8])=[C:6]([C:9]2[C:17]([F:18])=[C:16]3[C:12]([CH:13]=[CH:14][NH:15]3)=[CH:11][CH:10]=2)[N:5]=[C:4]([C:19]([O:21]C)=[O:20])[C:3]=1[Cl:23].[OH-].[Na+].Cl. The catalyst is CO. The product is [NH2:1][C:2]1[C:7]([F:8])=[C:6]([C:9]2[C:17]([F:18])=[C:16]3[C:12]([CH:13]=[CH:14][NH:15]3)=[CH:11][CH:10]=2)[N:5]=[C:4]([C:19]([OH:21])=[O:20])[C:3]=1[Cl:23]. The yield is 0.790. (2) The reactants are CCN(CC)CC.[NH2:8][C@@H:9]([CH2:15][C:16]1[CH:21]=[CH:20][CH:19]=[CH:18][CH:17]=1)[C@H:10]([OH:14])[C:11]([OH:13])=[O:12].Cl[C:23]([C:25]1[C:26]([CH3:36])=[C:27]([O:32][C:33](=[O:35])[CH3:34])[CH:28]=[C:29]([CH3:31])[CH:30]=1)=[O:24].Cl. The product is [C:33]([O:32][C:27]1[C:26]([CH3:36])=[C:25]([CH:30]=[C:29]([CH3:31])[CH:28]=1)[C:23]([NH:8][C@@H:9]([CH2:15][C:16]1[CH:21]=[CH:20][CH:19]=[CH:18][CH:17]=1)[C@H:10]([OH:14])[C:11]([OH:13])=[O:12])=[O:24])(=[O:35])[CH3:34]. The yield is 0.915. The catalyst is O.O1CCCC1. (3) The reactants are [CH3:1][S:2]([C:5]1[CH:34]=[CH:33][C:8]([CH2:9][NH:10][C:11]([C:13]2[C:14](=[O:32])[N:15]([C:22]3[CH:27]=[CH:26][CH:25]=[C:24]([C:28]([F:31])([F:30])[F:29])[CH:23]=3)[C:16]([CH3:21])=[C:17]([C:19]#[N:20])[CH:18]=2)=[O:12])=[CH:7][CH:6]=1)(=[O:4])=[O:3].Cl.[NH2:36][OH:37].CC([O-])=O.[Na+].C(O)C. The catalyst is O. The product is [CH3:1][S:2]([C:5]1[CH:6]=[CH:7][C:8]([CH2:9][NH:10][C:11]([C:13]2[C:14](=[O:32])[N:15]([C:22]3[CH:27]=[CH:26][CH:25]=[C:24]([C:28]([F:31])([F:30])[F:29])[CH:23]=3)[C:16]([CH3:21])=[C:17]([C:19](=[NH:20])[NH:36][OH:37])[CH:18]=2)=[O:12])=[CH:33][CH:34]=1)(=[O:4])=[O:3]. The yield is 0.280. (4) The reactants are Br[C:2]1[CH:3]=[CH:4][C:5]2[S:9][C:8]([CH2:10][O:11][C:12]3[C:13]([F:22])=[C:14]([C:19]([NH2:21])=[O:20])[C:15]([F:18])=[CH:16][CH:17]=3)=[N:7][C:6]=2[CH:23]=1.[N:24]1[CH:29]=[CH:28][C:27](B(O)O)=[CH:26][CH:25]=1.C([O-])([O-])=O.[Na+].[Na+]. The catalyst is O1CCOCC1.C1C=CC([P]([Pd]([P](C2C=CC=CC=2)(C2C=CC=CC=2)C2C=CC=CC=2)([P](C2C=CC=CC=2)(C2C=CC=CC=2)C2C=CC=CC=2)[P](C2C=CC=CC=2)(C2C=CC=CC=2)C2C=CC=CC=2)(C2C=CC=CC=2)C2C=CC=CC=2)=CC=1.O. The product is [F:22][C:13]1[C:12]([O:11][CH2:10][C:8]2[S:9][C:5]3[CH:4]=[CH:3][C:2]([C:27]4[CH:28]=[CH:29][N:24]=[CH:25][CH:26]=4)=[CH:23][C:6]=3[N:7]=2)=[CH:17][CH:16]=[C:15]([F:18])[C:14]=1[C:19]([NH2:21])=[O:20]. The yield is 0.280.